This data is from Reaction yield outcomes from USPTO patents with 853,638 reactions. The task is: Predict the reaction yield, written as a fraction of the theoretical maximum amount of product (1.0 means a 100% yield; for example, 0.34 means a 34% yield). The reactants are [OH:1][C:2]1[CH:11]=[C:10]2[C:5]([N:6]=[C:7]([N:21]3[CH2:25][CH2:24][CH2:23][C@@H:22]3[CH3:26])[C:8]([C:12]3[CH:13]=[C:14]4[C:18](=[CH:19][CH:20]=3)[NH:17][N:16]=[CH:15]4)=[N:9]2)=[CH:4][C:3]=1[C:27]([O:29]C)=[O:28].[OH-].[Na+].O. The catalyst is CO. The product is [OH:1][C:2]1[CH:11]=[C:10]2[C:5]([N:6]=[C:7]([N:21]3[CH2:25][CH2:24][CH2:23][C@@H:22]3[CH3:26])[C:8]([C:12]3[CH:13]=[C:14]4[C:18](=[CH:19][CH:20]=3)[NH:17][N:16]=[CH:15]4)=[N:9]2)=[CH:4][C:3]=1[C:27]([OH:29])=[O:28]. The yield is 0.560.